Predict which catalyst facilitates the given reaction. From a dataset of Catalyst prediction with 721,799 reactions and 888 catalyst types from USPTO. (1) Reactant: [Cl:1][C:2]1[CH:7]=[CH:6][C:5]([CH:8]([C:20]2[CH:25]=[CH:24][C:23]([OH:26])=[CH:22][CH:21]=2)[CH2:9][C:10]([C:12]2[CH:13]=[CH:14][C:15](=[O:19])[N:16]([CH3:18])[CH:17]=2)=[O:11])=[C:4]([CH3:27])[CH:3]=1.Br[CH2:29][CH2:30][CH2:31][C:32]([O:34][CH3:35])=[O:33].C(=O)([O-])[O-].[Cs+].[Cs+]. Product: [CH3:35][O:34][C:32](=[O:33])[CH2:31][CH2:30][CH2:29][O:26][C:23]1[CH:22]=[CH:21][C:20]([CH:8]([C:5]2[CH:6]=[CH:7][C:2]([Cl:1])=[CH:3][C:4]=2[CH3:27])[CH2:9][C:10]([C:12]2[CH:13]=[CH:14][C:15](=[O:19])[N:16]([CH3:18])[CH:17]=2)=[O:11])=[CH:25][CH:24]=1. The catalyst class is: 80. (2) Reactant: [NH2:1][C:2]1[CH:6]=[C:5]([C:7]2[CH:12]=[CH:11][C:10]([C:13]([F:16])([F:15])[F:14])=[CH:9][CH:8]=2)[NH:4][N:3]=1.[OH-].[K+].[C:19](O[C:19]([O:21][C:22]([CH3:25])([CH3:24])[CH3:23])=[O:20])([O:21][C:22]([CH3:25])([CH3:24])[CH3:23])=[O:20]. Product: [C:22]([O:21][C:19]([N:4]1[C:5]([C:7]2[CH:8]=[CH:9][C:10]([C:13]([F:14])([F:16])[F:15])=[CH:11][CH:12]=2)=[CH:6][C:2]([NH2:1])=[N:3]1)=[O:20])([CH3:25])([CH3:24])[CH3:23]. The catalyst class is: 2. (3) Reactant: [Cl:1][C:2]1[CH:7]=[C:6]([CH:8]([OH:16])[CH2:9][CH2:10][CH:11]([O:14][CH3:15])[O:12][CH3:13])[C:5]([F:17])=[CH:4][N:3]=1.CC(OI1(OC(C)=O)(OC(C)=O)OC(=O)C2C=CC=CC1=2)=O. Product: [Cl:1][C:2]1[CH:7]=[C:6]([C:8](=[O:16])[CH2:9][CH2:10][CH:11]([O:12][CH3:13])[O:14][CH3:15])[C:5]([F:17])=[CH:4][N:3]=1. The catalyst class is: 2. (4) Reactant: [NH2:1][C@:2]12[CH2:37][CH2:36][C@@H:35]([C:38]([CH3:40])=[CH2:39])[C@@H:3]1[C@@H:4]1[C@@:17]([CH3:20])([CH2:18][CH2:19]2)[C@@:16]2([CH3:21])[C@@H:7]([C@:8]3([CH3:34])[C@@H:13]([CH2:14][CH2:15]2)[C:12]([CH3:23])([CH3:22])[C:11]([C:24]2[CH:33]=[CH:32][C:27]([C:28]([O:30][CH3:31])=[O:29])=[CH:26][CH:25]=2)=[CH:10][CH2:9]3)[CH2:6][CH2:5]1.C(N(CC)C(C)C)(C)C.CN(C(ON1N=NC2C=CC=NC1=2)=[N+](C)C)C.F[P-](F)(F)(F)(F)F.[C:74]([O:78][C:79]([NH:81][C:82]1([C:85](O)=[O:86])[CH2:84][CH2:83]1)=[O:80])([CH3:77])([CH3:76])[CH3:75]. The catalyst class is: 2. Product: [C:74]([O:78][C:79]([NH:81][C:82]1([C:85]([NH:1][C@:2]23[CH2:37][CH2:36][C@@H:35]([C:38]([CH3:40])=[CH2:39])[C@@H:3]2[C@@H:4]2[C@@:17]([CH3:20])([CH2:18][CH2:19]3)[C@@:16]3([CH3:21])[C@@H:7]([C@:8]4([CH3:34])[C@@H:13]([CH2:14][CH2:15]3)[C:12]([CH3:22])([CH3:23])[C:11]([C:24]3[CH:25]=[CH:26][C:27]([C:28]([O:30][CH3:31])=[O:29])=[CH:32][CH:33]=3)=[CH:10][CH2:9]4)[CH2:6][CH2:5]2)=[O:86])[CH2:84][CH2:83]1)=[O:80])([CH3:77])([CH3:76])[CH3:75]. (5) Reactant: [NH2:1][C:2]1[CH:27]=[CH:26][C:5]([O:6][C:7]2[CH:12]=[CH:11][N:10]=[C:9]([NH:13][C:14]([N:16]3[CH2:21][CH2:20][CH:19]([CH2:22][N:23]([CH3:25])[CH3:24])[CH2:18][CH2:17]3)=[O:15])[CH:8]=2)=[C:4]([F:28])[CH:3]=1.[F:29][C:30]1[CH:35]=[CH:34][C:33]([NH:36][C:37]([C:39]2([C:42](O)=[O:43])[CH2:41][CH2:40]2)=[O:38])=[CH:32][CH:31]=1.C(N(CC)CC)C.F[P-](F)(F)(F)(F)F.N1(O[P+](N(C)C)(N(C)C)N(C)C)C2C=CC=CC=2N=N1. Product: [CH3:24][N:23]([CH2:22][CH:19]1[CH2:18][CH2:17][N:16]([C:14]([NH:13][C:9]2[CH:8]=[C:7]([O:6][C:5]3[CH:26]=[CH:27][C:2]([NH:1][C:42]([C:39]4([C:37]([NH:36][C:33]5[CH:34]=[CH:35][C:30]([F:29])=[CH:31][CH:32]=5)=[O:38])[CH2:41][CH2:40]4)=[O:43])=[CH:3][C:4]=3[F:28])[CH:12]=[CH:11][N:10]=2)=[O:15])[CH2:21][CH2:20]1)[CH3:25]. The catalyst class is: 9. (6) Reactant: [CH2:1]([O:3][C:4]([C:6]1[C:7]([CH3:19])=[C:8]([CH:15](NC)[CH3:16])[N:9]2[C:14]=1[CH:13]=[CH:12][CH:11]=[N:10]2)=[O:5])[CH3:2].[CH:20](=O)[CH3:21].[C:23]([BH3-])#[N:24].[Na+]. Product: [CH2:20]([N:24]([CH3:23])[CH:15]([C:8]1[N:9]2[N:10]=[CH:11][CH:12]=[CH:13][C:14]2=[C:6]([C:4]([O:3][CH2:1][CH3:2])=[O:5])[C:7]=1[CH3:19])[CH3:16])[CH3:21]. The catalyst class is: 15.